Dataset: Peptide-MHC class II binding affinity with 134,281 pairs from IEDB. Task: Regression. Given a peptide amino acid sequence and an MHC pseudo amino acid sequence, predict their binding affinity value. This is MHC class II binding data. (1) The peptide sequence is VPILLNNPNLFWAVK. The MHC is DRB4_0101 with pseudo-sequence DRB4_0103. The binding affinity (normalized) is 0.803. (2) The binding affinity (normalized) is 0.316. The peptide sequence is SQDLELSWNLNGLQKY. The MHC is DRB1_0802 with pseudo-sequence DRB1_0802. (3) The peptide sequence is KKFEENEVDISVVVQDP. The MHC is DRB1_0701 with pseudo-sequence DRB1_0701. The binding affinity (normalized) is 0.377. (4) The peptide sequence is YDKFLINVSTVLTGK. The MHC is DRB1_0701 with pseudo-sequence DRB1_0701. The binding affinity (normalized) is 0.796.